Dataset: Catalyst prediction with 721,799 reactions and 888 catalyst types from USPTO. Task: Predict which catalyst facilitates the given reaction. (1) Reactant: C1(P(C2C=CC=CC=2)C2C=CC=CC=2)C=CC=CC=1.[Br:20]Br.O[CH2:23][C:24]1([C:30]#[N:31])[CH2:29][CH2:28][O:27][CH2:26][CH2:25]1. Product: [Br:20][CH2:23][C:24]1([C:30]#[N:31])[CH2:29][CH2:28][O:27][CH2:26][CH2:25]1. The catalyst class is: 2. (2) Reactant: N1C=CN=C1.[C:6]([Si:10](Cl)([C:17]1[CH:22]=[CH:21][CH:20]=[CH:19][CH:18]=1)[C:11]1[CH:16]=[CH:15][CH:14]=[CH:13][CH:12]=1)([CH3:9])([CH3:8])[CH3:7].[F:24][C:25]1[CH:26]=[CH:27][C:28]2[N:29]([C:31]([C:34]3[N:39]=[C:38]([NH:40][C@@H:41]([C:44]4[CH:49]=[CH:48][C:47]([F:50])=[CH:46][N:45]=4)[CH2:42][OH:43])[C:37]([N+:51]([O-:53])=[O:52])=[CH:36][N:35]=3)=[CH:32][N:33]=2)[CH:30]=1.O. Product: [Si:10]([O:43][CH2:42][C@@H:41]([NH:40][C:38]1[C:37]([N+:51]([O-:53])=[O:52])=[CH:36][N:35]=[C:34]([C:31]2[N:29]3[CH:30]=[C:25]([F:24])[CH:26]=[CH:27][C:28]3=[N:33][CH:32]=2)[N:39]=1)[C:44]1[CH:49]=[CH:48][C:47]([F:50])=[CH:46][N:45]=1)([C:6]([CH3:9])([CH3:8])[CH3:7])([C:17]1[CH:22]=[CH:21][CH:20]=[CH:19][CH:18]=1)[C:11]1[CH:16]=[CH:15][CH:14]=[CH:13][CH:12]=1. The catalyst class is: 3. (3) Reactant: [C:1]([O:5][C:6](=[O:30])[NH:7][C@H:8]1[CH2:13][C@@H:12]([C:14]2[CH:19]=[CH:18][CH:17]=[CH:16][CH:15]=2)[C@@H:11]([CH3:20])[NH:10][C:9]1=[N:21][CH2:22][CH:23](O)[CH2:24][C:25]([F:28])([F:27])[F:26])([CH3:4])([CH3:3])[CH3:2].[Cr](O[Cr]([O-])(=O)=O)([O-])(=O)=O.[NH+]1C=CC=CC=1.[NH+]1C=CC=CC=1.C(=O)(O)[O-].[Na+].O. Product: [C:1]([O:5][C:6](=[O:30])[NH:7][C@H:8]1[CH2:13][C@@H:12]([C:14]2[CH:19]=[CH:18][CH:17]=[CH:16][CH:15]=2)[C@@H:11]([CH3:20])[N:10]2[C:23]([CH2:24][C:25]([F:28])([F:27])[F:26])=[CH:22][N:21]=[C:9]12)([CH3:4])([CH3:3])[CH3:2]. The catalyst class is: 10. (4) Reactant: [CH:1]1([NH:4][C:5]2[N:10]3[N:11]=[CH:12][C:13]([CH:14]=O)=[C:9]3[N:8]=[C:7]([C:16]3[CH:21]=[CH:20][CH:19]=[C:18]([OH:22])[CH:17]=3)[CH:6]=2)[CH2:3][CH2:2]1.N1CCCCC1.[NH:29]1[CH2:35][C:33](=[O:34])[NH:32][C:30]1=[O:31]. Product: [CH:1]1([NH:4][C:5]2[N:10]3[N:11]=[CH:12][C:13]([CH:14]=[C:35]4[NH:29][C:30](=[O:31])[NH:32][C:33]4=[O:34])=[C:9]3[N:8]=[C:7]([C:16]3[CH:21]=[CH:20][CH:19]=[C:18]([OH:22])[CH:17]=3)[CH:6]=2)[CH2:3][CH2:2]1. The catalyst class is: 14. (5) Reactant: [CH3:1][N:2]1[C:10]2[C:5](=[CH:6][CH:7]=[CH:8][CH:9]=2)[C:4](/[CH:11]=[CH:12]/[C:13]([OH:15])=O)=[C:3]1[C:16]1[CH:21]=[CH:20][C:19]([F:22])=[CH:18][CH:17]=1.ON1C2C=CC=CC=2N=N1.[CH3:33][NH:34][CH2:35][CH2:36][CH:37]([OH:44])[C:38]1[CH:43]=[CH:42][CH:41]=[CH:40][CH:39]=1.C(O)C(N)(CO)CO. Product: [CH3:33][N:34]([CH2:35][CH2:36][CH:37]([OH:44])[C:38]1[CH:39]=[CH:40][CH:41]=[CH:42][CH:43]=1)[C:13](=[O:15])/[CH:12]=[CH:11]/[C:4]1[C:5]2[C:10](=[CH:9][CH:8]=[CH:7][CH:6]=2)[N:2]([CH3:1])[C:3]=1[C:16]1[CH:17]=[CH:18][C:19]([F:22])=[CH:20][CH:21]=1. The catalyst class is: 9. (6) Reactant: [Cl:1][C:2]1[C:7]([Cl:8])=[CH:6][C:5]([NH:9][CH2:10][C:11]([OH:13])=O)=[C:4]([OH:14])[CH:3]=1.[CH:15]([S:17]([N:20]1[CH2:27][CH:26]2[CH:22]([CH2:23][NH:24][CH2:25]2)[CH2:21]1)(=[O:19])=[O:18])=[CH2:16].C1C=CC2N(O)N=NC=2C=1.CCN=C=NCCCN(C)C.Cl.CCN(CC)CC. Product: [Cl:1][C:2]1[C:7]([Cl:8])=[CH:6][C:5]([NH:9][CH2:10][C:11]([N:24]2[CH2:23][CH:22]3[CH:26]([CH2:27][N:20]([S:17]([CH:15]=[CH2:16])(=[O:18])=[O:19])[CH2:21]3)[CH2:25]2)=[O:13])=[C:4]([OH:14])[CH:3]=1. The catalyst class is: 3. (7) Reactant: [CH2:1]([O:3][C:4](=[O:20])[C:5](=[O:19])[CH2:6][C:7]1([C:13]2[CH:18]=[CH:17][CH:16]=[CH:15][CH:14]=2)[CH2:12][CH2:11][CH2:10][CH2:9][CH2:8]1)[CH3:2].[F:21][C:22]([Si](C)(C)C)([F:24])[F:23].[F-].C([N+](CCCC)(CCCC)CCCC)CCC.[Cl-].[Na+]. Product: [CH2:1]([O:3][C:4](=[O:20])[C:5]([OH:19])([C:22]([F:24])([F:23])[F:21])[CH2:6][C:7]1([C:13]2[CH:18]=[CH:17][CH:16]=[CH:15][CH:14]=2)[CH2:12][CH2:11][CH2:10][CH2:9][CH2:8]1)[CH3:2]. The catalyst class is: 1. (8) Reactant: O1CCCC1.[F:6][C:7]1[CH:32]=[C:31]([N+:33]([O-])=O)[CH:30]=[CH:29][C:8]=1[O:9][C:10]1[N:15]=[CH:14][N:13]=[C:12]([NH:16][C:17]([N:19]2[CH2:24][CH2:23][CH:22]([CH2:25][N:26]([CH3:28])[CH3:27])[CH2:21][CH2:20]2)=[O:18])[CH:11]=1.[H][H]. Product: [NH2:33][C:31]1[CH:30]=[CH:29][C:8]([O:9][C:10]2[N:15]=[CH:14][N:13]=[C:12]([NH:16][C:17]([N:19]3[CH2:20][CH2:21][CH:22]([CH2:25][N:26]([CH3:28])[CH3:27])[CH2:23][CH2:24]3)=[O:18])[CH:11]=2)=[C:7]([F:6])[CH:32]=1. The catalyst class is: 352.